This data is from Catalyst prediction with 721,799 reactions and 888 catalyst types from USPTO. The task is: Predict which catalyst facilitates the given reaction. Reactant: [NH2:1][C:2]1[CH:7]=[CH:6][CH:5]=[CH:4][C:3]=1[CH:8]1[CH2:13][CH2:12][N:11]([C:14]([O:16][C:17]([CH3:20])([CH3:19])[CH3:18])=[O:15])[CH2:10][CH2:9]1.N1C=CC=CC=1.[CH3:27][S:28](Cl)(=[O:30])=[O:29]. Product: [CH3:27][S:28]([NH:1][C:2]1[CH:7]=[CH:6][CH:5]=[CH:4][C:3]=1[CH:8]1[CH2:9][CH2:10][N:11]([C:14]([O:16][C:17]([CH3:20])([CH3:19])[CH3:18])=[O:15])[CH2:12][CH2:13]1)(=[O:30])=[O:29]. The catalyst class is: 26.